Dataset: CYP1A2 inhibition data for predicting drug metabolism from PubChem BioAssay. Task: Regression/Classification. Given a drug SMILES string, predict its absorption, distribution, metabolism, or excretion properties. Task type varies by dataset: regression for continuous measurements (e.g., permeability, clearance, half-life) or binary classification for categorical outcomes (e.g., BBB penetration, CYP inhibition). Dataset: cyp1a2_veith. (1) The result is 0 (non-inhibitor). The compound is COc1ccc(-c2nnn(Cc3nc(N)nc(N4CCOCC4)n3)n2)cc1OC. (2) The compound is COc1ccc(-n2nc3cc(C)c(NC(=S)NC(=O)c4ccccc4C)cc3n2)cc1. The result is 0 (non-inhibitor). (3) The molecule is COc1ccccc1CCn1c(=O)c(-c2ccc(F)c(F)c2)nc2cncnc21. The result is 1 (inhibitor). (4) The compound is COc1cccc(Nc2ncc3nc(-c4ccc(Cl)cc4)c(=O)n(C4CC4)c3n2)c1. The result is 1 (inhibitor).